Predict the reactants needed to synthesize the given product. From a dataset of Full USPTO retrosynthesis dataset with 1.9M reactions from patents (1976-2016). (1) The reactants are: Br[C:2]1[CH:7]=[CH:6][C:5]([CH:8]2[NH:13][C:12](=[O:14])[N:11]([C:15]3[CH:20]=[CH:19][CH:18]=[C:17]([CH:21]([F:23])[F:22])[CH:16]=3)[C:10]3[CH2:24][CH2:25][C:26](=[O:27])[C:9]2=3)=[CH:4][CH:3]=1.O.[CH3:29][N:30](C)C=O. Given the product [F:23][CH:21]([F:22])[C:17]1[CH:16]=[C:15]([N:11]2[C:10]3[CH2:24][CH2:25][C:26](=[O:27])[C:9]=3[CH:8]([C:5]3[CH:6]=[CH:7][C:2]([C:29]#[N:30])=[CH:3][CH:4]=3)[NH:13][C:12]2=[O:14])[CH:20]=[CH:19][CH:18]=1, predict the reactants needed to synthesize it. (2) Given the product [CH3:16][C:8]1[N:9]=[C:10]([NH:12][C:13](=[O:15])[CH3:14])[S:11][C:7]=1[C:6]1[CH:5]=[C:4]([S:17]([N:20]2[CH2:25][CH2:24][N:23]([CH3:26])[CH2:22][CH2:21]2)(=[O:19])=[O:18])[S:3][CH:2]=1, predict the reactants needed to synthesize it. The reactants are: Br[C:2]1[S:3][C:4]([S:17]([N:20]2[CH2:25][CH2:24][N:23]([CH3:26])[CH2:22][CH2:21]2)(=[O:19])=[O:18])=[CH:5][C:6]=1[C:7]1[S:11][C:10]([NH:12][C:13](=[O:15])[CH3:14])=[N:9][C:8]=1[CH3:16].C([Li])CCC. (3) Given the product [Cl:1][C:2]1[C:7]([Cl:8])=[CH:6][CH:5]=[CH:4][C:3]=1[N:9]1[CH2:10][CH2:11][N:12]([CH2:15][CH2:16][CH2:17][CH:18]=[O:19])[CH2:13][CH2:14]1, predict the reactants needed to synthesize it. The reactants are: [Cl:1][C:2]1[C:7]([Cl:8])=[CH:6][CH:5]=[CH:4][C:3]=1[N:9]1[CH2:14][CH2:13][N:12]([CH2:15][CH2:16][CH2:17][CH2:18][OH:19])[CH2:11][CH2:10]1.O=CCCCNC(=O)C1C=CC=CC=1. (4) Given the product [Cl:11][C:12]1[CH:20]=[C:19]2[C:15]([C:16]([NH:21][C:4](=[O:6])/[CH:3]=[CH:2]/[C:1]([O:8][CH2:9][CH3:10])=[O:7])=[N:17][NH:18]2)=[CH:14][CH:13]=1, predict the reactants needed to synthesize it. The reactants are: [C:1]([O:8][CH2:9][CH3:10])(=[O:7])/[CH:2]=[CH:3]/[C:4]([O-:6])=O.[Cl:11][C:12]1[CH:20]=[C:19]2[C:15]([C:16]([NH2:21])=[N:17][NH:18]2)=[CH:14][CH:13]=1.Cl.CN(C)CCCN=C=NCC. (5) Given the product [O:19]=[C:16]1[C:15]2[CH:20]=[CH:21][C:12]([CH2:11][CH2:10][N:9]3[CH2:8][CH2:7][NH:6][CH2:5][C:22]3=[O:24])=[CH:13][C:14]=2[CH2:18][O:17]1, predict the reactants needed to synthesize it. The reactants are: C(OC(=O)[CH2:5][NH:6][CH2:7][CH2:8][N:9]([C:22]([O:24]C(C)(C)C)=O)[CH2:10][CH2:11][C:12]1[CH:21]=[CH:20][C:15]2[C:16](=[O:19])[O:17][CH2:18][C:14]=2[CH:13]=1)C.C(O)(C(F)(F)F)=O.CCN(C(C)C)C(C)C. (6) The reactants are: [Cl:1][C:2]1[CH:10]=[CH:9][C:5]([C:6](O)=[O:7])=[CH:4][N:3]=1.C[N:12]([CH3:15])C=O.C(Cl)(=O)[C:17](Cl)=[O:18]. Given the product [Cl:1][C:2]1[CH:10]=[CH:9][C:5]([C:6]([N:12]([O:18][CH3:17])[CH3:15])=[O:7])=[CH:4][N:3]=1, predict the reactants needed to synthesize it. (7) Given the product [Cl:1][C:2]1[N:7]=[CH:6][C:5]([CH2:8][N:9]2[C:13]3=[C:14]([N+:19]([O-:21])=[O:20])[CH2:15][CH2:16]/[C:17](=[N:23]\[OH:24])/[N:12]3[CH2:11][CH2:10]2)=[CH:4][CH:3]=1, predict the reactants needed to synthesize it. The reactants are: [Cl:1][C:2]1[N:7]=[CH:6][C:5]([CH2:8][N:9]2[C:13]3=[C:14]([N+:19]([O-:21])=[O:20])[CH2:15][CH2:16][C:17](=O)[N:12]3[CH2:11][CH2:10]2)=[CH:4][CH:3]=1.Cl.[NH2:23][OH:24].[OH-].[K+]. (8) Given the product [O:12]=[C:8]1[CH2:7][CH2:6][C:5]2[C:10](=[CH:11][C:2]([O:1][CH2:20][C:21]3[CH:33]=[CH:32][C:24]([C:25]([O:27][C:28]([CH3:29])([CH3:31])[CH3:30])=[O:26])=[CH:23][CH:22]=3)=[CH:3][CH:4]=2)[NH:9]1, predict the reactants needed to synthesize it. The reactants are: [OH:1][C:2]1[CH:11]=[C:10]2[C:5]([CH2:6][CH2:7][C:8](=[O:12])[NH:9]2)=[CH:4][CH:3]=1.C(=O)([O-])[O-].[K+].[K+].Br[CH2:20][C:21]1[CH:33]=[CH:32][C:24]([C:25]([O:27][C:28]([CH3:31])([CH3:30])[CH3:29])=[O:26])=[CH:23][CH:22]=1.O.